From a dataset of Full USPTO retrosynthesis dataset with 1.9M reactions from patents (1976-2016). Predict the reactants needed to synthesize the given product. Given the product [CH3:20][O:16][C:15](=[O:17])[CH2:14][CH2:13][C:8]1[C:7]2[C:11](=[CH:12][C:4]([O:3][CH2:1][CH3:2])=[CH:5][CH:6]=2)[NH:10][CH:9]=1, predict the reactants needed to synthesize it. The reactants are: [CH2:1]([O:3][C:4]1[CH:12]=[C:11]2[C:7]([C:8]([CH2:13][CH2:14][C:15]([OH:17])=[O:16])=[CH:9][NH:10]2)=[CH:6][CH:5]=1)[CH3:2].CO.[CH:20](N=C=NC(C)C)(C)C.CN(C1C=CC=CN=1)C.